From a dataset of Tyrosyl-DNA phosphodiesterase HTS with 341,365 compounds. Binary Classification. Given a drug SMILES string, predict its activity (active/inactive) in a high-throughput screening assay against a specified biological target. (1) The result is 0 (inactive). The compound is Fc1ccc(N2CCN(C(c3cc4c([nH]c3=O)ccc(c4)CC)c3n(nnn3)CCOC)CC2)cc1. (2) The compound is Clc1ccc(S(=O)(=O)N2CCC(CC2)C(=O)N2CCC2)cc1. The result is 0 (inactive). (3) The drug is Clc1nc2n(c1/C=C\C(=O)N1CCN(CC1)c1ccc(F)cc1)cccc2. The result is 1 (active). (4) The molecule is S(=O)(=O)(N1C(OCC1)CNC(=O)C(=O)NCCc1ccc(S(=O)(=O)N)cc1)c1sccc1. The result is 0 (inactive). (5) The compound is O(CC(=O)NCCn1c2c(cc1C)cccc2)c1ccccc1. The result is 0 (inactive). (6) The drug is Clc1ccc(NC(=O)NNc2nc(N3CCOCC3)nc(n2)Nc2ccccc2)cc1. The result is 0 (inactive). (7) The compound is O=C(NC1CCN(CC1)C(=O)Nc1ccc(cc1)C)C(C)(C)C. The result is 0 (inactive). (8) The compound is O1N=C(C2C3C4C(C(C3)C12)C(=O)N(C4=O)CCc1cc(OC)c(OC)cc1)C(OCC)=O. The result is 1 (active). (9) The molecule is S(=O)(=O)(Nc1cc(SC)ccc1)c1ccccc1. The result is 0 (inactive). (10) The compound is O(c1c([N+]([O-])=O)cc([N+]([O-])=O)cc1)c1cc(ccc1)/C=N\NC(=O)COc1c(cccc1)C. The result is 0 (inactive).